This data is from Full USPTO retrosynthesis dataset with 1.9M reactions from patents (1976-2016). The task is: Predict the reactants needed to synthesize the given product. (1) Given the product [NH2:24][C:22]1[O:23][C:19]([C:10]2[C:11]3[C:16](=[CH:15][CH:14]=[CH:13][CH:12]=3)[CH:17]=[CH:18][C:9]=2[OH:8])=[CH:20][N:21]=1, predict the reactants needed to synthesize it. The reactants are: C([O:8][C:9]1[CH:18]=[CH:17][C:16]2[C:11](=[CH:12][CH:13]=[CH:14][CH:15]=2)[C:10]=1[C:19]1[O:23][C:22]([NH2:24])=[N:21][CH:20]=1)C1C=CC=CC=1.[H][H]. (2) Given the product [F:24][C:20]1[CH:21]=[CH:22][CH:23]=[C:17]([C:7]2[CH:12]=[CH:11][CH:10]=[CH:9][CH:8]=2)[C:18]=1[NH2:19], predict the reactants needed to synthesize it. The reactants are: C([O-])([O-])=O.[Na+].[Na+].[C:7]1(B(O)O)[CH:12]=[CH:11][CH:10]=[CH:9][CH:8]=1.Br[C:17]1[CH:23]=[CH:22][CH:21]=[C:20]([F:24])[C:18]=1[NH2:19].C([O-])=O.[NH4+]. (3) Given the product [Cl:1][C:2]1[C:7]([C:8]2[CH:13]=[CH:12][N:11]=[CH:10][C:9]=2[N:14]([CH3:15])[C:23](=[O:25])[C:22]2[CH:26]=[C:27]([C:29]([F:32])([F:31])[F:30])[CH:28]=[C:20]([S:17]([CH3:16])(=[O:18])=[O:19])[CH:21]=2)=[CH:6][CH:5]=[CH:4][N:3]=1, predict the reactants needed to synthesize it. The reactants are: [Cl:1][C:2]1[C:7]([C:8]2[CH:13]=[CH:12][N:11]=[CH:10][C:9]=2[NH:14][CH3:15])=[CH:6][CH:5]=[CH:4][N:3]=1.[CH3:16][S:17]([C:20]1[CH:21]=[C:22]([CH:26]=[C:27]([C:29]([F:32])([F:31])[F:30])[CH:28]=1)[C:23]([OH:25])=O)(=[O:19])=[O:18].